Dataset: Forward reaction prediction with 1.9M reactions from USPTO patents (1976-2016). Task: Predict the product of the given reaction. (1) Given the reactants [Cl:1][C:2]1[CH:7]=[CH:6][C:5]([S:8](Cl)(=[O:10])=[O:9])=[CH:4][C:3]=1[N+:12]([O-:14])=[O:13].[Br:15][C:16]1[CH:22]=[CH:21][C:19]([NH2:20])=[CH:18][CH:17]=1.C([O-])(=O)C.[Na+], predict the reaction product. The product is: [Br:15][C:16]1[CH:22]=[CH:21][C:19]([NH:20][S:8]([C:5]2[CH:6]=[CH:7][C:2]([Cl:1])=[C:3]([N+:12]([O-:14])=[O:13])[CH:4]=2)(=[O:10])=[O:9])=[CH:18][CH:17]=1. (2) Given the reactants [F:1][C:2]([F:34])([F:33])[O:3][C:4]1[CH:9]=[CH:8][C:7]([C:10]2[O:14][N:13]=[C:12]([C:15]3[CH:23]=[CH:22][C:21]4[NH:20][C:19]5[CH:24]([CH2:27][C:28]([O:30]CC)=[O:29])[CH2:25][CH2:26][C:18]=5[C:17]=4[CH:16]=3)[N:11]=2)=[CH:6][CH:5]=1.C(N(CC)CC)C.[Br-].[Li+], predict the reaction product. The product is: [F:34][C:2]([F:1])([F:33])[O:3][C:4]1[CH:5]=[CH:6][C:7]([C:10]2[O:14][N:13]=[C:12]([C:15]3[CH:23]=[CH:22][C:21]4[NH:20][C:19]5[CH:24]([CH2:27][C:28]([OH:30])=[O:29])[CH2:25][CH2:26][C:18]=5[C:17]=4[CH:16]=3)[N:11]=2)=[CH:8][CH:9]=1. (3) Given the reactants [Cl:1][C:2]1[C:14]([CH2:15][N:16]2[CH2:20][CH2:19][CH2:18][CH2:17]2)=[CH:13][CH:12]=[CH:11][C:3]=1[O:4][C@H:5]1[CH2:8][C@H:7]([CH2:9][NH2:10])[CH2:6]1.[CH2:21](N(CC)CC)C.[CH3:28][C:29]1[C:33]([C:34](Cl)=[O:35])=[C:32]([CH3:37])[O:31][N:30]=1.C([O-])([O-])=O.[K+].[K+], predict the reaction product. The product is: [ClH:1].[Cl:1][C:2]1[C:14]([CH2:15][N:16]2[CH2:20][CH2:19][CH2:18][CH2:17]2)=[CH:13][CH:12]=[CH:11][C:3]=1[O:4][C@H:5]1[CH2:8][C@H:7]([CH2:9][N:10]([CH3:21])[C:34]([C:33]2[C:29]([CH3:28])=[N:30][O:31][C:32]=2[CH3:37])=[O:35])[CH2:6]1. (4) The product is: [Cl:11][C:7]1[CH:8]=[CH:9][CH:10]=[C:2]([Cl:1])[C:3]=1[C:48]1[O:49][N:22]=[C:45]([C@H:33]2[C@:32]([C:27]3[CH:28]=[CH:29][C:30]([F:31])=[C:25]([F:24])[CH:26]=3)([OH:47])[CH2:37][CH2:36][N:35]([C:38]([O:40][C:41]([CH3:42])([CH3:43])[CH3:44])=[O:39])[CH2:34]2)[CH:46]=1. Given the reactants [Cl:1][C:2]1[CH:10]=[CH:9][CH:8]=[C:7]([Cl:11])[C:3]=1C=NO.CC1C=CC(S([NH:22]Cl)(=O)=O)=CC=1.[F:24][C:25]1[CH:26]=[C:27]([C@@:32]2([OH:47])[CH2:37][CH2:36][N:35]([C:38]([O:40][C:41]([CH3:44])([CH3:43])[CH3:42])=[O:39])[CH2:34][C@@H:33]2[C:45]#[CH:46])[CH:28]=[CH:29][C:30]=1[F:31].[CH3:48][OH:49], predict the reaction product. (5) Given the reactants [Br:1][C:2]1[CH:7]=[CH:6][C:5]([C:8]([C:18]2[CH:23]=[CH:22][C:21]([O:24][CH3:25])=[CH:20][CH:19]=2)=[N:9][NH:10]C(OC(C)(C)C)=O)=[C:4](F)[CH:3]=1.N12CCCN=C1CCCCC2, predict the reaction product. The product is: [Br:1][C:2]1[CH:7]=[C:6]2[C:5]([C:8]([C:18]3[CH:23]=[CH:22][C:21]([O:24][CH3:25])=[CH:20][CH:19]=3)=[N:9][NH:10]2)=[CH:4][CH:3]=1. (6) Given the reactants [Cl:1][C:2]1[CH:32]=[CH:31][C:5]([CH2:6][C:7]2[N:11]3[N:12]=[C:13]([NH:23][C:24]4[CH:28]=[C:27]([CH3:29])[NH:26][N:25]=4)[CH:14]=[C:15]([CH2:16][N:17]4[CH2:22][CH2:21][O:20][CH2:19][CH2:18]4)[C:10]3=[N:9][C:8]=2[CH3:30])=[C:4]([F:33])[CH:3]=1.Cl, predict the reaction product. The product is: [ClH:1].[Cl:1][C:2]1[CH:32]=[CH:31][C:5]([CH2:6][C:7]2[N:11]3[N:12]=[C:13]([NH:23][C:24]4[CH:28]=[C:27]([CH3:29])[NH:26][N:25]=4)[CH:14]=[C:15]([CH2:16][N:17]4[CH2:18][CH2:19][O:20][CH2:21][CH2:22]4)[C:10]3=[N:9][C:8]=2[CH3:30])=[C:4]([F:33])[CH:3]=1. (7) Given the reactants COC(=O)C(O)=CC(=O)N(CC1C=CC(Cl)=C(Cl)C=1)C.C=O.[CH3:23][O:24][C:25](=[O:29])[CH2:26][CH2:27][NH2:28].[Cl:30][C:31]1[CH:32]=[C:33]([CH:47]=[CH:48][C:49]=1[Cl:50])[CH2:34][N:35]([CH3:46])[C:36]([C:38]1[CH2:39]N(C)[C:41](=[O:44])[C:42]=1[OH:43])=[O:37], predict the reaction product. The product is: [CH3:23][O:24][C:25](=[O:29])[CH2:26][CH2:27][N:28]1[CH2:39][C:38]([C:36](=[O:37])[N:35]([CH2:34][C:33]2[CH:47]=[CH:48][C:49]([Cl:50])=[C:31]([Cl:30])[CH:32]=2)[CH3:46])=[C:42]([OH:43])[C:41]1=[O:44]. (8) The product is: [Cl:41][C:15]1[CH:16]=[C:17]2[N:22]=[C:21]([O:23][C@@H:24]3[CH2:25][O:26][C@@H:27]4[C@H:31]([OH:32])[CH2:30][O:29][C@H:28]34)[N:20]([CH2:33][O:34][CH2:35][CH2:36][Si:37]([CH3:40])([CH3:39])[CH3:38])[C:18]2=[N:19][C:14]=1[C:11]1[CH:12]=[CH:13][C:8]([C:5]2[CH:4]=[CH:3][C:2]([N:45]=[S:43]([CH3:46])([CH3:42])=[O:44])=[CH:7][N:6]=2)=[CH:9][CH:10]=1. Given the reactants Br[C:2]1[CH:3]=[CH:4][C:5]([C:8]2[CH:13]=[CH:12][C:11]([C:14]3[N:19]=[C:18]4[N:20]([CH2:33][O:34][CH2:35][CH2:36][Si:37]([CH3:40])([CH3:39])[CH3:38])[C:21]([O:23][C@H:24]5[C@H:28]6[O:29][CH2:30][C@@H:31]([OH:32])[C@H:27]6[O:26][CH2:25]5)=[N:22][C:17]4=[CH:16][C:15]=3[Cl:41])=[CH:10][CH:9]=2)=[N:6][CH:7]=1.[CH3:42][S:43]([CH3:46])(=[NH:45])=[O:44], predict the reaction product.